Dataset: Reaction yield outcomes from USPTO patents with 853,638 reactions. Task: Predict the reaction yield, written as a fraction of the theoretical maximum amount of product (1.0 means a 100% yield; for example, 0.34 means a 34% yield). (1) The reactants are [N+:1]([C:4]1[CH:5]=[C:6]([CH2:10][S:11](Cl)(=[O:13])=[O:12])[CH:7]=[CH:8][CH:9]=1)([O-:3])=[O:2].[CH3:15][NH:16][CH3:17]. The catalyst is C1C=CC=CC=1. The product is [N+:1]([C:4]1[CH:5]=[C:6]([CH2:10][S:11]([N:16]([CH3:17])[CH3:15])(=[O:13])=[O:12])[CH:7]=[CH:8][CH:9]=1)([O-:3])=[O:2]. The yield is 0.950. (2) The reactants are C([O:3][C:4](=O)[CH2:5][CH2:6][C:7]1[CH:12]=[C:11]([F:13])[CH:10]=[CH:9][C:8]=1[O:14][CH3:15])C.CC(C[AlH]CC(C)C)C.CO.Cl. The catalyst is C1(C)C=CC=CC=1. The product is [F:13][C:11]1[CH:10]=[CH:9][C:8]([O:14][CH3:15])=[C:7]([CH2:6][CH2:5][CH:4]=[O:3])[CH:12]=1. The yield is 0.660. (3) The reactants are [NH2:1][C:2]1[N:7]=[CH:6][N:5]=[C:4]2[N:8]([CH2:12][C:13]3[O:14][C:15]4[C:20]([C:21](=[O:29])[C:22]=3[C:23]3[CH:28]=[CH:27][CH:26]=[CH:25][CH:24]=3)=[CH:19][CH:18]=[CH:17][CH:16]=4)[N:9]=[C:10](I)[C:3]=12.[NH:30]1[C:38]2[C:33](=[CH:34][CH:35]=[C:36](B3OC(C)(C)C(C)(C)O3)[CH:37]=2)[CH:32]=[N:31]1.C(=O)([O-])[O-].[Na+].[Na+].ClCCl. The catalyst is CN(C=O)C.C(O)C.O. The product is [NH2:1][C:2]1[N:7]=[CH:6][N:5]=[C:4]2[N:8]([CH2:12][C:13]3[O:14][C:15]4[C:20]([C:21](=[O:29])[C:22]=3[C:23]3[CH:28]=[CH:27][CH:26]=[CH:25][CH:24]=3)=[CH:19][CH:18]=[CH:17][CH:16]=4)[N:9]=[C:10]([C:36]3[CH:37]=[C:38]4[C:33]([CH:32]=[N:31][NH:30]4)=[CH:34][CH:35]=3)[C:3]=12. The yield is 0.0300. (4) The reactants are [F:1][CH:2]([F:11])[C:3]1([C:6]([O:8]CC)=[O:7])[CH2:5][CH2:4]1.[OH-].[K+]. The catalyst is CO.O. The product is [F:1][CH:2]([F:11])[C:3]1([C:6]([OH:8])=[O:7])[CH2:5][CH2:4]1. The yield is 0.302. (5) The reactants are [OH:1][CH2:2][C:3]1[CH:19]=[CH:18][C:6]2[S:7][CH:8]=[C:9]([C:10]3[N:15]=[C:14]([OH:16])[CH:13]=[CH:12][C:11]=3[CH3:17])[C:5]=2[CH:4]=1.I[CH3:21]. The catalyst is C1(C)C=CC=CC=1. The product is [CH3:21][O:16][C:14]1[N:15]=[C:10]([C:9]2[C:5]3[CH:4]=[C:3]([CH2:2][OH:1])[CH:19]=[CH:18][C:6]=3[S:7][CH:8]=2)[C:11]([CH3:17])=[CH:12][CH:13]=1. The yield is 0.280. (6) The reactants are Cl.O1CCOCC1.[CH2:8]([O:10][C:11]1[CH:12]=[C:13]([CH:16]=[CH:17][C:18]=1[O:19][CH2:20][CH3:21])[C:14]#[N:15])[CH3:9].CO.C([O-])([O-])=O.[Na+].[Na+].[N:30]1[CH:35]=[CH:34][C:33]([C:36]([NH:38][NH2:39])=O)=[CH:32][CH:31]=1. The catalyst is CCOCC. The product is [CH2:8]([O:10][C:11]1[CH:12]=[C:13]([C:14]2[NH:15][C:36]([C:33]3[CH:34]=[CH:35][N:30]=[CH:31][CH:32]=3)=[N:38][N:39]=2)[CH:16]=[CH:17][C:18]=1[O:19][CH2:20][CH3:21])[CH3:9]. The yield is 0.630. (7) The reactants are [OH:1][C:2]1[CH:3]=[C:4](B(O)O)[CH:5]=[CH:6][CH:7]=1.I[C:12]1[CH:17]=[CH:16][C:15]([O:18][CH3:19])=[CH:14][CH:13]=1.O. The catalyst is C([O-])([O-])=O.[K+].[K+].CC(C)=O.CC([O-])=O.CC([O-])=O.[Pd+2]. The product is [CH3:19][O:18][C:15]1[CH:16]=[CH:17][C:12]([C:6]2[CH:5]=[CH:4][CH:3]=[C:2]([OH:1])[CH:7]=2)=[CH:13][CH:14]=1. The yield is 0.820.